This data is from NCI-60 drug combinations with 297,098 pairs across 59 cell lines. The task is: Regression. Given two drug SMILES strings and cell line genomic features, predict the synergy score measuring deviation from expected non-interaction effect. (1) Drug 1: CC1=C2C(C(=O)C3(C(CC4C(C3C(C(C2(C)C)(CC1OC(=O)C(C(C5=CC=CC=C5)NC(=O)OC(C)(C)C)O)O)OC(=O)C6=CC=CC=C6)(CO4)OC(=O)C)OC)C)OC. Drug 2: C(=O)(N)NO. Cell line: HCT-15. Synergy scores: CSS=57.2, Synergy_ZIP=-3.38, Synergy_Bliss=-4.71, Synergy_Loewe=-67.6, Synergy_HSA=-4.07. (2) Drug 1: CC1=C(C(=O)C2=C(C1=O)N3CC4C(C3(C2COC(=O)N)OC)N4)N. Drug 2: CCC1(C2=C(COC1=O)C(=O)N3CC4=CC5=C(C=CC(=C5CN(C)C)O)N=C4C3=C2)O.Cl. Cell line: OVCAR-8. Synergy scores: CSS=1.50, Synergy_ZIP=-12.4, Synergy_Bliss=-24.1, Synergy_Loewe=-50.8, Synergy_HSA=-25.8. (3) Drug 1: CC1=C2C(C(=O)C3(C(CC4C(C3C(C(C2(C)C)(CC1OC(=O)C(C(C5=CC=CC=C5)NC(=O)OC(C)(C)C)O)O)OC(=O)C6=CC=CC=C6)(CO4)OC(=O)C)O)C)O. Drug 2: C1=CC=C(C(=C1)C(C2=CC=C(C=C2)Cl)C(Cl)Cl)Cl. Cell line: RPMI-8226. Synergy scores: CSS=5.59, Synergy_ZIP=26.0, Synergy_Bliss=25.0, Synergy_Loewe=23.8, Synergy_HSA=24.2. (4) Drug 1: CNC(=O)C1=CC=CC=C1SC2=CC3=C(C=C2)C(=NN3)C=CC4=CC=CC=N4. Drug 2: C1=CN(C=N1)CC(O)(P(=O)(O)O)P(=O)(O)O. Cell line: UACC-257. Synergy scores: CSS=3.17, Synergy_ZIP=1.47, Synergy_Bliss=3.04, Synergy_Loewe=2.35, Synergy_HSA=2.16.